Regression. Given a peptide amino acid sequence and an MHC pseudo amino acid sequence, predict their binding affinity value. This is MHC class I binding data. From a dataset of Peptide-MHC class I binding affinity with 185,985 pairs from IEDB/IMGT. (1) The peptide sequence is IIMEEGNSI. The MHC is HLA-A01:01 with pseudo-sequence HLA-A01:01. The binding affinity (normalized) is 0.0847. (2) The peptide sequence is SLNLAKEAV. The MHC is HLA-A03:01 with pseudo-sequence HLA-A03:01. The binding affinity (normalized) is 0.0847.